From a dataset of Full USPTO retrosynthesis dataset with 1.9M reactions from patents (1976-2016). Predict the reactants needed to synthesize the given product. Given the product [CH:15]([C:12]1[CH:11]=[CH:10][C:9]([C:6]2[CH:7]=[CH:8][C:3]([CH:2]=[O:1])=[CH:4][CH:5]=2)=[CH:14][CH:13]=1)=[O:16], predict the reactants needed to synthesize it. The reactants are: [OH:1][CH2:2][C:3]1[CH:8]=[CH:7][C:6]([C:9]2[CH:14]=[CH:13][C:12]([CH2:15][OH:16])=[CH:11][CH:10]=2)=[CH:5][CH:4]=1.C(O)(=O)C.Br([O-])(=O)=O.[Na+].BrBr.